This data is from Forward reaction prediction with 1.9M reactions from USPTO patents (1976-2016). The task is: Predict the product of the given reaction. (1) Given the reactants [CH3:1][O:2][CH2:3][C:4](=[O:10])[CH2:5][C:6]([O:8][CH3:9])=[O:7].S(Cl)([Cl:14])(=O)=O, predict the reaction product. The product is: [CH3:9][O:8][C:6](=[O:7])[CH:5]([Cl:14])[C:4](=[O:10])[CH2:3][O:2][CH3:1]. (2) Given the reactants [F:1][C:2]([F:22])([F:21])[C:3]1[CH:4]=[C:5]([C:9]2[CH:10]=[CH:11][C:12]3[N:18]4[CH2:19][C@@H:15]([CH2:16][CH2:17]4)[NH:14][C:13]=3[N:20]=2)[CH:6]=[CH:7][CH:8]=1.Cl[C:24](Cl)([O:26]C(=O)OC(Cl)(Cl)Cl)Cl.[CH3:35][C:36]1([CH3:50])[O:40][C@H:39]([CH2:41][O:42][C:43]2[CH:48]=[CH:47][N:46]=[C:45]([NH2:49])[CH:44]=2)[CH2:38][O:37]1.O, predict the reaction product. The product is: [CH3:35][C:36]1([CH3:50])[O:40][C@H:39]([CH2:41][O:42][C:43]2[CH:48]=[CH:47][N:46]=[C:45]([NH:49][C:24]([N:14]3[C@@H:15]4[CH2:19][N:18]([CH2:17][CH2:16]4)[C:12]4[CH:11]=[CH:10][C:9]([C:5]5[CH:6]=[CH:7][CH:8]=[C:3]([C:2]([F:21])([F:1])[F:22])[CH:4]=5)=[N:20][C:13]3=4)=[O:26])[CH:44]=2)[CH2:38][O:37]1. (3) Given the reactants [C:1]([C:3]1([O:15][Si](C)(C)C)[C:12]2[C:7](=[CH:8][CH:9]=[CH:10][C:11]=2[O:13][CH3:14])[CH2:6][CH2:5][CH2:4]1)#[N:2].[F-].[Na+].O, predict the reaction product. The product is: [NH2:2][CH2:1][C:3]1([OH:15])[C:12]2[C:7](=[CH:8][CH:9]=[CH:10][C:11]=2[O:13][CH3:14])[CH2:6][CH2:5][CH2:4]1. (4) Given the reactants Br[C:2]1[CH:7]=[CH:6][C:5]([F:8])=[CH:4][C:3]=1[N+:9]([O-])=O.[C:12]1([NH:18][C:19](=O)[CH3:20])[CH:17]=[CH:16][CH:15]=[CH:14][CH:13]=1, predict the reaction product. The product is: [F:8][C:5]1[CH:6]=[CH:7][C:2]2[N:18]([C:12]3[CH:17]=[CH:16][CH:15]=[CH:14][CH:13]=3)[C:19]([CH3:20])=[N:9][C:3]=2[CH:4]=1.